From a dataset of Forward reaction prediction with 1.9M reactions from USPTO patents (1976-2016). Predict the product of the given reaction. (1) Given the reactants [C:1]1([S:7]([CH2:10][CH2:11][N:12]2[C:20]3[CH:19]=[CH:18][CH:17]=[CH:16][C:15]=3[C:14]3[CH2:21][CH2:22][N:23](C(OC(C)(C)C)=O)[CH2:24][CH2:25][C:13]2=3)(=[O:9])=[O:8])[CH:6]=[CH:5][CH:4]=[CH:3][CH:2]=1.FC(F)(F)C(O)=O, predict the reaction product. The product is: [C:1]1([S:7]([CH2:10][CH2:11][N:12]2[C:20]3[CH:19]=[CH:18][CH:17]=[CH:16][C:15]=3[C:14]3[CH2:21][CH2:22][NH:23][CH2:24][CH2:25][C:13]2=3)(=[O:9])=[O:8])[CH:2]=[CH:3][CH:4]=[CH:5][CH:6]=1. (2) Given the reactants [CH:1]1([C:4]2[CH:5]=[CH:6][C:7]([C:15]([OH:17])=O)=[N:8][C:9]=2[O:10][CH2:11][CH:12]2[CH2:14][CH2:13]2)[CH2:3][CH2:2]1.[NH2:18][N:19]1[CH2:24][CH2:23][CH2:22][O:21][C:20]1=[O:25], predict the reaction product. The product is: [O:25]=[C:20]1[N:19]([NH:18][C:15]([C:7]2[CH:6]=[CH:5][C:4]([CH:1]3[CH2:2][CH2:3]3)=[C:9]([O:10][CH2:11][CH:12]3[CH2:13][CH2:14]3)[N:8]=2)=[O:17])[CH2:24][CH2:23][CH2:22][O:21]1. (3) The product is: [NH2:1][C:2]1[N:7]=[CH:6][N:5]=[C:4]2[N:8]([CH2:25][C@H:26]([NH:28][C:29](=[O:33])[C:30]([C:31]#[N:32])=[CH:44][C:43]([O:42][CH2:40][CH3:41])([CH3:47])[CH3:46])[CH3:27])[N:9]=[C:10]([C:11]3[CH:16]=[CH:15][C:14]([O:17][C:18]4[CH:19]=[CH:20][CH:21]=[CH:22][CH:23]=4)=[CH:13][C:12]=3[F:24])[C:3]=12. Given the reactants [NH2:1][C:2]1[N:7]=[CH:6][N:5]=[C:4]2[N:8]([CH2:25][C@H:26]([NH:28][C:29](=[O:33])[CH2:30][C:31]#[N:32])[CH3:27])[N:9]=[C:10]([C:11]3[CH:16]=[CH:15][C:14]([O:17][C:18]4[CH:23]=[CH:22][CH:21]=[CH:20][CH:19]=4)=[CH:13][C:12]=3[F:24])[C:3]=12.N1CCCCC1.[CH2:40]([O:42][C:43]([CH3:47])([CH3:46])[CH:44]=O)[CH3:41], predict the reaction product. (4) Given the reactants [Br:1][C:2]1[CH:11]=[CH:10][CH:9]=[C:8]2[C:3]=1[CH:4]=[CH:5][C:6]([O:47][CH3:48])=[C:7]2[CH2:12][N:13]1[C:19](=[O:20])[C@@H:18]([NH:21][C:22](=[O:34])[C@@H:23]([N:25](C)[C:26](=O)OC(C)(C)C)[CH3:24])[C@H:17]([CH3:35])[N:16]([C:36](=[O:42])[CH2:37][S:38]([CH3:41])(=[O:40])=[O:39])[C:15]2[CH:43]=[CH:44][CH:45]=[CH:46][C:14]1=2.[ClH:49], predict the reaction product. The product is: [ClH:49].[Br:1][C:2]1[CH:11]=[CH:10][CH:9]=[C:8]2[C:3]=1[CH:4]=[CH:5][C:6]([O:47][CH3:48])=[C:7]2[CH2:12][N:13]1[C:19](=[O:20])[C@@H:18]([NH:21][C:22](=[O:34])[C@@H:23]([NH:25][CH3:26])[CH3:24])[C@H:17]([CH3:35])[N:16]([C:36](=[O:42])[CH2:37][S:38]([CH3:41])(=[O:40])=[O:39])[C:15]2[CH:43]=[CH:44][CH:45]=[CH:46][C:14]1=2. (5) Given the reactants [C:1]([NH:4][CH2:5][CH2:6][CH2:7][S:8]([O:11][CH2:12][C:13]([CH3:27])([CH3:26])[C@@H:14]([OH:25])[C:15]([O:17]CC1C=CC=CC=1)=[O:16])(=[O:10])=[O:9])(=[O:3])[CH3:2], predict the reaction product. The product is: [C:1]([NH:4][CH2:5][CH2:6][CH2:7][S:8]([O:11][CH2:12][C:13]([CH3:27])([CH3:26])[C@@H:14]([OH:25])[C:15]([OH:17])=[O:16])(=[O:9])=[O:10])(=[O:3])[CH3:2].